This data is from Full USPTO retrosynthesis dataset with 1.9M reactions from patents (1976-2016). The task is: Predict the reactants needed to synthesize the given product. (1) Given the product [CH3:23][O:22][C:20](=[O:21])[CH2:19][C@H:16]1[C:15]2[CH:24]=[CH:25][C:12]([O:11][C@H:9]3[C:10]4[C:6](=[C:5]([O:39][C:36]5[CH:37]=[CH:38][C:33]6[O:32][N:31]=[C:30]([CH3:29])[C:34]=6[CH:35]=5)[CH:4]=[CH:3][C:2]=4[F:1])[CH2:7][CH2:8]3)=[CH:13][C:14]=2[O:18][CH2:17]1, predict the reactants needed to synthesize it. The reactants are: [F:1][C:2]1[CH:3]=[CH:4][C:5](B(O)O)=[C:6]2[C:10]=1[C@H:9]([O:11][C:12]1[CH:25]=[CH:24][C:15]3[C@H:16]([CH2:19][C:20]([O:22][CH3:23])=[O:21])[CH2:17][O:18][C:14]=3[CH:13]=1)[CH2:8][CH2:7]2.[CH3:29][C:30]1[C:34]2[CH:35]=[C:36]([OH:39])[CH:37]=[CH:38][C:33]=2[O:32][N:31]=1. (2) The reactants are: C(S)CCCCCCCCCCC.[Cl:14][C:15]1[CH:16]=[CH:17][C:18]([C:21]2[CH:26]=[CH:25][C:24]([O:27]C)=[CH:23][C:22]=2[F:29])=[N:19][CH:20]=1. Given the product [Cl:14][C:15]1[CH:16]=[CH:17][C:18]([C:21]2[CH:26]=[CH:25][C:24]([OH:27])=[CH:23][C:22]=2[F:29])=[N:19][CH:20]=1, predict the reactants needed to synthesize it.